This data is from Full USPTO retrosynthesis dataset with 1.9M reactions from patents (1976-2016). The task is: Predict the reactants needed to synthesize the given product. (1) Given the product [C:42]([C:39]([C:35]1[CH:34]=[C:33]([CH:38]=[CH:37][CH:36]=1)[C:32]([NH:31][C:29]1[CH:28]=[CH:27][C:26]([CH3:45])=[C:25]([NH:24][C:22]([C:17]2[CH:18]=[C:19]3[C:14](=[CH:15][CH:16]=2)[N:13]=[C:12]([NH:10][CH2:9][CH2:8][CH2:7][N:1]2[CH2:6][CH2:5][CH2:4][CH2:3][CH2:2]2)[CH:21]=[N:20]3)=[O:23])[CH:30]=1)=[O:44])([CH3:41])[CH3:40])#[N:43], predict the reactants needed to synthesize it. The reactants are: [N:1]1([CH2:7][CH2:8][CH2:9][NH2:10])[CH2:6][CH2:5][CH2:4][CH2:3][CH2:2]1.Cl[C:12]1[CH:21]=[N:20][C:19]2[C:14](=[CH:15][CH:16]=[C:17]([C:22]([NH:24][C:25]3[CH:30]=[C:29]([NH:31][C:32](=[O:44])[C:33]4[CH:38]=[CH:37][CH:36]=[C:35]([C:39]([C:42]#[N:43])([CH3:41])[CH3:40])[CH:34]=4)[CH:28]=[CH:27][C:26]=3[CH3:45])=[O:23])[CH:18]=2)[N:13]=1. (2) Given the product [CH2:1]([C:8]1[CH:9]=[CH:10][C:11]([CH2:12][N:13]([C:29]2[CH:30]=[CH:31][C:32]([OH:39])=[C:33]([CH:38]=2)[C:34]([OH:36])=[O:35])[C:14](=[O:28])[C:15]2[CH:20]=[CH:19][C:18]([O:21][C:22]3[CH:27]=[CH:26][CH:25]=[CH:24][CH:23]=3)=[CH:17][CH:16]=2)=[CH:40][CH:41]=1)[CH2:2][CH2:3][CH2:4][CH2:5][CH2:6][CH3:7], predict the reactants needed to synthesize it. The reactants are: [CH2:1]([C:8]1[CH:41]=[CH:40][C:11]([CH2:12][N:13]([C:29]2[CH:30]=[CH:31][C:32]([OH:39])=[C:33]([CH:38]=2)[C:34]([O:36]C)=[O:35])[C:14](=[O:28])[C:15]2[CH:20]=[CH:19][C:18]([O:21][C:22]3[CH:27]=[CH:26][CH:25]=[CH:24][CH:23]=3)=[CH:17][CH:16]=2)=[CH:10][CH:9]=1)[CH2:2][CH2:3][CH2:4][CH2:5][CH2:6][CH3:7]. (3) Given the product [Si:20]([O:27][CH2:28][C:29]1[CH:30]=[C:31]([CH:34]([C:7]2[C:2]([Cl:1])=[N:3][CH:4]=[N:5][CH:6]=2)[OH:35])[O:32][CH:33]=1)([C:23]([CH3:26])([CH3:25])[CH3:24])([CH3:22])[CH3:21], predict the reactants needed to synthesize it. The reactants are: [Cl:1][C:2]1[C:7](I)=[CH:6][N:5]=[CH:4][N:3]=1.[Li]CCCC.CCCCCC.[Si:20]([O:27][CH2:28][C:29]1[CH:30]=[C:31]([CH:34]=[O:35])[O:32][CH:33]=1)([C:23]([CH3:26])([CH3:25])[CH3:24])([CH3:22])[CH3:21]. (4) Given the product [CH2:13]([N:11]([CH3:12])[C:9]([C:8]1[C:16]([I:23])=[C:17]([NH:20][C:21]([O:30][CH2:29][CH2:28][CH2:27][O:31][C:21](=[O:22])[NH:20][C:17]2[C:16]([I:23])=[C:8]([C:9](=[O:10])[N:11]([CH2:13][CH:14]=[CH2:15])[CH3:12])[C:7]([I:24])=[C:6]([C:5](=[O:25])[N:4]([CH2:1][CH:2]=[CH2:3])[CH3:26])[C:18]=2[I:19])=[O:22])[C:18]([I:19])=[C:6]([C:5](=[O:25])[N:4]([CH2:1][CH:2]=[CH2:3])[CH3:26])[C:7]=1[I:24])=[O:10])[CH:14]=[CH2:15], predict the reactants needed to synthesize it. The reactants are: [CH2:1]([N:4]([CH3:26])[C:5](=[O:25])[C:6]1[C:18]([I:19])=[C:17]([N:20]=[C:21]=[O:22])[C:16]([I:23])=[C:8]([C:9]([N:11]([CH2:13][CH:14]=[CH2:15])[CH3:12])=[O:10])[C:7]=1[I:24])[CH:2]=[CH2:3].[CH2:27]([OH:31])[CH2:28][CH2:29][OH:30]. (5) Given the product [OH:8][CH2:9][C:10]1([CH3:56])[CH2:18][C:17]2[N:16]([CH2:19][O:20][CH2:21][CH2:22][Si:23]([CH3:24])([CH3:26])[CH3:25])[N:15]=[C:14]([C:27]3[N:28]([CH2:48][O:49][CH2:50][CH2:51][Si:52]([CH3:53])([CH3:55])[CH3:54])[C:29]4[C:34]([CH:35]=3)=[CH:33][CH:32]=[C:31]([N:36]([CH3:47])[C:37](=[O:46])[CH2:38][N:39]3[CH2:44][CH2:43][CH2:42][CH2:41][C:40]3=[O:45])[CH:30]=4)[C:13]=2[CH2:12][CH2:11]1, predict the reactants needed to synthesize it. The reactants are: C([O:8][CH2:9][C:10]1([CH3:56])[CH2:18][C:17]2[N:16]([CH2:19][O:20][CH2:21][CH2:22][Si:23]([CH3:26])([CH3:25])[CH3:24])[N:15]=[C:14]([C:27]3[N:28]([CH2:48][O:49][CH2:50][CH2:51][Si:52]([CH3:55])([CH3:54])[CH3:53])[C:29]4[C:34]([CH:35]=3)=[CH:33][CH:32]=[C:31]([N:36]([CH3:47])[C:37](=[O:46])[CH2:38][N:39]3[CH2:44][CH2:43][CH2:42][CH2:41][C:40]3=[O:45])[CH:30]=4)[C:13]=2[CH2:12][CH2:11]1)C1C=CC=CC=1.CO. (6) Given the product [F:19][C:2]([F:1])([F:18])[CH2:3][O:4][CH2:5][CH2:6][O:7][C:8]1[N:13]=[CH:12][C:11]([C:14]([OH:16])=[O:15])=[CH:10][CH:9]=1, predict the reactants needed to synthesize it. The reactants are: [F:1][C:2]([F:19])([F:18])[CH2:3][O:4][CH2:5][CH2:6][O:7][C:8]1[N:13]=[CH:12][C:11]([C:14]([O:16]C)=[O:15])=[CH:10][CH:9]=1.[OH-].[Na+]. (7) Given the product [CH2:60]([C:59]1[N:58]([C:64]2[CH:65]=[CH:66][C:67]([O:70][C:71]3[CH:76]=[CH:75][CH:74]=[C:73]([Cl:77])[CH:72]=3)=[CH:68][CH:69]=2)[N:57]=[C:56]([C:78]([O:80][CH2:81][CH3:82])=[O:79])[C:55]=1[C:52]1[CH:53]=[CH:54][C:49]([C:47]([OH:48])=[O:46])=[CH:50][C:51]=1[C:83]([N:85]1[CH2:94][CH2:93][C:92]2[C:87](=[CH:88][CH:89]=[CH:90][CH:91]=2)[CH2:86]1)=[O:84])[CH2:61][CH2:62][CH3:63], predict the reactants needed to synthesize it. The reactants are: C(C1N(C2C=CC=CC=2)N=C(C(OCC)=O)C=1C1C=CC(C(O)=O)=CC=1C(N1CCC2C(=CC=CC=2)C1)=O)CCC.C([O:46][C:47]([C:49]1[CH:54]=[CH:53][C:52]([C:55]2[C:56]([C:78]([O:80][CH2:81][CH3:82])=[O:79])=[N:57][N:58]([C:64]3[CH:69]=[CH:68][C:67]([O:70][C:71]4[CH:76]=[CH:75][CH:74]=[C:73]([Cl:77])[CH:72]=4)=[CH:66][CH:65]=3)[C:59]=2[CH2:60][CH2:61][CH2:62][CH3:63])=[C:51]([C:83]([N:85]2[CH2:94][CH2:93][C:92]3[C:87](=[CH:88][CH:89]=[CH:90][CH:91]=3)[CH2:86]2)=[O:84])[CH:50]=1)=[O:48])(C)(C)C. (8) Given the product [Cl:1][C:2]1[CH:9]=[C:8]([N:10]([C@H:11]2[CH2:15][CH2:14][N:13]([CH2:30][C:29]3[CH:32]=[CH:33][C:26]([O:25][CH3:24])=[CH:27][CH:28]=3)[CH2:12]2)[CH2:16][C:17]2[CH:22]=[CH:21][CH:20]=[CH:19][C:18]=2[CH3:23])[CH:7]=[CH:6][C:3]=1[C:4]#[N:5], predict the reactants needed to synthesize it. The reactants are: [Cl:1][C:2]1[CH:9]=[C:8]([N:10]([CH2:16][C:17]2[CH:22]=[CH:21][CH:20]=[CH:19][C:18]=2[CH3:23])[C@H:11]2[CH2:15][CH2:14][NH:13][CH2:12]2)[CH:7]=[CH:6][C:3]=1[C:4]#[N:5].[CH3:24][O:25][C:26]1[CH:33]=[CH:32][C:29]([CH:30]=O)=[CH:28][CH:27]=1. (9) Given the product [O:16]1[CH2:17][CH:18]=[C:19]([C:2]2[C:11]3[C:6](=[CH:7][CH:8]=[CH:9][CH:10]=3)[C:5](=[O:12])[O:4][C:3]=2[CH:13]([OH:15])[CH3:14])[CH2:20][CH2:21]1, predict the reactants needed to synthesize it. The reactants are: Br[C:2]1[C:11]2[C:6](=[CH:7][CH:8]=[CH:9][CH:10]=2)[C:5](=[O:12])[O:4][C:3]=1[CH:13]([OH:15])[CH3:14].[O:16]1[CH2:21][CH:20]=[C:19](B2OC(C)(C)C(C)(C)O2)[CH2:18][CH2:17]1.C([O-])([O-])=O.[Cs+].[Cs+].